From a dataset of Full USPTO retrosynthesis dataset with 1.9M reactions from patents (1976-2016). Predict the reactants needed to synthesize the given product. (1) Given the product [CH2:40]([N:5]([CH2:3][CH3:4])[C:6]([C:8]1[N:9]([CH3:42])[C:10]2[C:15]([C:16]=1[CH2:17][N:18]([CH2:25][C:26]1[CH:31]=[C:30]([C:32]([F:33])([F:34])[F:35])[CH:29]=[C:28]([C:36]([F:39])([F:38])[F:37])[CH:27]=1)[C:19]1[N:20]=[N:21][N:22]([CH3:24])[N:23]=1)=[CH:14][CH:13]=[CH:12][CH:11]=2)=[O:7])[CH3:41], predict the reactants needed to synthesize it. The reactants are: [H-].[Na+].[CH2:3]([N:5]([CH2:40][CH3:41])[C:6]([C:8]1[NH:9][C:10]2[C:15]([C:16]=1[CH2:17][N:18]([CH2:25][C:26]1[CH:31]=[C:30]([C:32]([F:35])([F:34])[F:33])[CH:29]=[C:28]([C:36]([F:39])([F:38])[F:37])[CH:27]=1)[C:19]1[N:20]=[N:21][N:22]([CH3:24])[N:23]=1)=[CH:14][CH:13]=[CH:12][CH:11]=2)=[O:7])[CH3:4].[CH3:42]I. (2) Given the product [C:22]([C:2]1[CH:3]=[N:4][CH:5]=[CH:6][C:7]=1[CH2:8][CH:9]1[CH2:18][CH2:17][C:16]2[C:11](=[CH:12][CH:13]=[C:14]([O:19][CH3:20])[CH:15]=2)[C:10]1=[O:21])(=[O:24])[CH3:23], predict the reactants needed to synthesize it. The reactants are: Br[C:2]1[CH:3]=[N:4][CH:5]=[CH:6][C:7]=1[CH2:8][CH:9]1[CH2:18][CH2:17][C:16]2[C:11](=[CH:12][CH:13]=[C:14]([O:19][CH3:20])[CH:15]=2)[C:10]1=[O:21].[CH2:22]([O:24]C([Sn](CCCC)(CCCC)CCCC)=C)[CH3:23].Cl. (3) Given the product [C:43]([O:47][C:48]([NH:50][CH2:51][C:52]([NH:1][C@H:2]([C:14]([NH:16][C:17]1[CH:18]=[N:19][N:20]([CH3:42])[C:21]=1[NH:22][C:23]([C:36]1[CH:41]=[CH:40][CH:39]=[CH:38][CH:37]=1)([C:30]1[CH:35]=[CH:34][CH:33]=[CH:32][CH:31]=1)[C:24]1[CH:25]=[CH:26][CH:27]=[CH:28][CH:29]=1)=[O:15])[CH2:3][CH2:4][CH2:5][NH:6][C:7](=[O:13])[O:8][C:9]([CH3:12])([CH3:11])[CH3:10])=[O:53])=[O:49])([CH3:46])([CH3:45])[CH3:44], predict the reactants needed to synthesize it. The reactants are: [NH2:1][C@H:2]([C:14]([NH:16][C:17]1[CH:18]=[N:19][N:20]([CH3:42])[C:21]=1[NH:22][C:23]([C:36]1[CH:41]=[CH:40][CH:39]=[CH:38][CH:37]=1)([C:30]1[CH:35]=[CH:34][CH:33]=[CH:32][CH:31]=1)[C:24]1[CH:29]=[CH:28][CH:27]=[CH:26][CH:25]=1)=[O:15])[CH2:3][CH2:4][CH2:5][NH:6][C:7](=[O:13])[O:8][C:9]([CH3:12])([CH3:11])[CH3:10].[C:43]([O:47][C:48]([NH:50][CH2:51][C:52](ON1C(=O)CCC1=O)=[O:53])=[O:49])([CH3:46])([CH3:45])[CH3:44].C(Cl)(Cl)Cl. (4) Given the product [CH2:1]([C:4]1[C:12]2[O:11][N:10]=[C:9]([C:13]([F:15])([F:14])[F:16])[C:8]=2[CH:7]=[CH:33][C:32]=1[O:31][CH2:29][CH2:28][CH2:27][NH:24][C:25](=[O:26])[NH2:34])[CH2:2][CH3:3], predict the reactants needed to synthesize it. The reactants are: [CH2:1]([C:4]1[C:12]2[O:11][N:10]=[C:9]([C:13]([F:16])([F:15])[F:14])[C:8]=2[CH:7]=CC=1OCCCNCC)[CH2:2][CH3:3].[N:24]([CH2:27][CH2:28][C:29]([O:31][CH2:32][CH3:33])=O)=[C:25]=[O:26].[N:34]1C=CC=CC=1. (5) Given the product [C:22]([O:21][C:19]([N:16]1[CH2:15][CH2:14][CH:13]([CH2:12][C:11](=[O:26])[CH2:1][C:2]#[N:3])[CH2:18][CH2:17]1)=[O:20])([CH3:23])([CH3:24])[CH3:25], predict the reactants needed to synthesize it. The reactants are: [CH3:1][C:2]#[N:3].[Li]CCCC.CO[C:11](=[O:26])[CH2:12][CH:13]1[CH2:18][CH2:17][N:16]([C:19]([O:21][C:22]([CH3:25])([CH3:24])[CH3:23])=[O:20])[CH2:15][CH2:14]1.Cl. (6) Given the product [CH3:1][C:2]1([CH2:6][C:7]([OH:9])=[O:8])[CH2:5][O:4][CH2:3]1, predict the reactants needed to synthesize it. The reactants are: [CH3:1][C:2]1([CH2:6][C:7]([O:9]CC)=[O:8])[CH2:5][O:4][CH2:3]1.[OH-].[Na+].